This data is from Catalyst prediction with 721,799 reactions and 888 catalyst types from USPTO. The task is: Predict which catalyst facilitates the given reaction. Reactant: [CH3:1][NH:2][C:3]([C:5]1[CH:10]=[CH:9][C:8]([C:11]#[C:12][C:13]2[CH:14]=[CH:15][C:16]([O:22][C:23]([F:26])([F:25])[F:24])=[C:17]([CH:21]=2)[C:18](O)=[O:19])=[CH:7][CH:6]=1)=[O:4].Cl.Cl.[NH2:29][CH:30]([CH2:33][C:34]1[C:42]2[C:37](=[N:38][CH:39]=[CH:40][CH:41]=2)[NH:36][CH:35]=1)[CH2:31][OH:32].C1C=CC2N(O)N=NC=2C=1.CCN=C=NCCCN(C)C. Product: [OH:32][CH2:31][CH:30]([NH:29][C:18](=[O:19])[C:17]1[CH:21]=[C:13]([C:12]#[C:11][C:8]2[CH:7]=[CH:6][C:5]([C:3](=[O:4])[NH:2][CH3:1])=[CH:10][CH:9]=2)[CH:14]=[CH:15][C:16]=1[O:22][C:23]([F:24])([F:25])[F:26])[CH2:33][C:34]1[C:42]2[C:37](=[N:38][CH:39]=[CH:40][CH:41]=2)[NH:36][CH:35]=1. The catalyst class is: 851.